The task is: Predict the reaction yield, written as a fraction of the theoretical maximum amount of product (1.0 means a 100% yield; for example, 0.34 means a 34% yield).. This data is from Reaction yield outcomes from USPTO patents with 853,638 reactions. (1) The reactants are Cl[C:2]1[C:3]2[O:36][CH2:35][C:12]3([C:20]4[C:15](=[CH:16][CH:17]=[CH:18][CH:19]=4)[N:14](C(C4C=CC=CC=4)C4C=CC=CC=4)[C:13]3=[O:34])[C:4]=2[C:5]2[O:10][CH2:9][CH2:8][O:7][C:6]=2[CH:11]=1.C(OCC)(=O)C.[H][H]. The catalyst is CO.[Pd]. The product is [NH:14]1[C:15]2[C:20](=[CH:19][CH:18]=[CH:17][CH:16]=2)[C:12]2([C:4]3[C:5]4[O:10][CH2:9][CH2:8][O:7][C:6]=4[CH:11]=[CH:2][C:3]=3[O:36][CH2:35]2)[C:13]1=[O:34]. The yield is 0.420. (2) The reactants are [Cl:1][C:2]1[CH:7]=[CH:6][C:5]([N:8]=[C:9]=[O:10])=[CH:4][C:3]=1[C:11]([F:14])([F:13])[F:12].[CH3:15][NH:16][C:17]([C:19]1[CH:24]=[C:23]([O:25][C:26]2[CH:32]=[CH:31][C:29]([NH2:30])=[CH:28][CH:27]=2)[CH:22]=[CH:21][N:20]=1)=[O:18]. The catalyst is C(Cl)Cl. The product is [Cl:1][C:2]1[CH:7]=[CH:6][C:5]([NH:8][C:9]([NH:30][C:29]2[CH:28]=[CH:27][C:26]([O:25][C:23]3[CH:22]=[CH:21][N:20]=[C:19]([C:17](=[O:18])[NH:16][CH3:15])[CH:24]=3)=[CH:32][CH:31]=2)=[O:10])=[CH:4][C:3]=1[C:11]([F:12])([F:13])[F:14]. The yield is 0.930. (3) The reactants are [OH:1][C:2]1[C:3]([NH2:16])=[CH:4][C:5]2[O:9][C:8]([C:10]([O:12][CH2:13][CH3:14])=[O:11])=[CH:7][C:6]=2[CH:15]=1.[O:17]1CCC[CH2:18]1.C(Cl)(Cl)=O. The catalyst is C1(C)C=CC=CC=1.C(N(CC)CC)C. The product is [O:1]1[C:2]2[CH:15]=[C:6]3[CH:7]=[C:8]([C:10]([O:12][CH2:13][CH3:14])=[O:11])[O:9][C:5]3=[CH:4][C:3]=2[NH:16][C:18]1=[O:17]. The yield is 0.960. (4) The reactants are [CH2:1]([O:3][C:4]([C:6]1[CH:11]=[CH:10][CH:9]=[C:8]([C:12]2[CH2:16][CH2:15][CH2:14][C:13]=2[C:17]2[CH:22]=[C:21]([CH3:23])[CH:20]=[CH:19][C:18]=2[O:24][CH2:25][C:26]2C=CC=CC=2)[N:7]=1)=[O:5])[CH3:2].O.C([O:35]CC)C.C(=O)([O-])[O-].[K+].[K+]. The catalyst is Br.C(O)(=O)C. The product is [CH2:1]([O:3][C:4]([C:6]1[CH:11]=[CH:10][CH:9]=[C:8]([C:12]2[CH2:16][CH2:15][CH2:14][C:13]=2[C:17]2[CH:22]=[C:21]([CH3:23])[CH:20]=[CH:19][C:18]=2[O:24][C:25](=[O:35])[CH3:26])[N:7]=1)=[O:5])[CH3:2]. The yield is 1.00. (5) The yield is 0.980. The product is [C:14]([NH:11][NH:10][C:4]1[CH:5]=[CH:6][C:7]([Cl:9])=[CH:8][C:3]=1[Cl:2])(=[O:16])[CH3:15]. The reactants are Cl.[Cl:2][C:3]1[CH:8]=[C:7]([Cl:9])[CH:6]=[CH:5][C:4]=1[NH:10][NH2:11].[OH-].[Na+].[C:14](OC(=O)C)(=[O:16])[CH3:15]. The catalyst is O. (6) The product is [CH3:12][O:13][C:14](=[O:31])[C:15]1[C:16](=[C:21]([NH:25][CH2:10][CH2:9][O:8][CH2:1][C:2]2[CH:3]=[CH:4][CH:5]=[CH:6][CH:7]=2)[CH:22]=[CH:23][CH:24]=1)[C:17]([O:19][CH3:20])=[O:18]. The yield is 0.780. No catalyst specified. The reactants are [CH2:1]([O:8][CH2:9][CH:10]=O)[C:2]1[CH:7]=[CH:6][CH:5]=[CH:4][CH:3]=1.[CH3:12][O:13][C:14](=[O:31])[C:15]1[C:16](=[C:21]([NH:25]CCCCC)[CH:22]=[CH:23][CH:24]=1)[C:17]([O:19][CH3:20])=[O:18].